Dataset: Full USPTO retrosynthesis dataset with 1.9M reactions from patents (1976-2016). Task: Predict the reactants needed to synthesize the given product. Given the product [NH:32]1[C:33]2[C:29](=[CH:28][CH:27]=[C:26]([C:12]#[C:11][C:9]3[CH:8]=[N:7][CH:6]=[C:5]([CH:10]=3)[C:4]([N:3]=[S@@:2]([CH3:1])(=[O:24])[C:18]3[CH:23]=[CH:22][CH:21]=[CH:20][CH:19]=3)=[O:17])[CH:34]=2)[CH:30]=[CH:31]1, predict the reactants needed to synthesize it. The reactants are: [CH3:1][S@:2](=[O:24])([C:18]1[CH:23]=[CH:22][CH:21]=[CH:20][CH:19]=1)=[N:3][C:4](=[O:17])[C:5]1[CH:10]=[C:9]([C:11]#[C:12][Si](C)(C)C)[CH:8]=[N:7][CH:6]=1.Br[C:26]1[CH:34]=[C:33]2[C:29]([CH:30]=[CH:31][NH:32]2)=[CH:28][CH:27]=1.